This data is from Peptide-MHC class II binding affinity with 134,281 pairs from IEDB. The task is: Regression. Given a peptide amino acid sequence and an MHC pseudo amino acid sequence, predict their binding affinity value. This is MHC class II binding data. (1) The peptide sequence is NAGFKAAVAAAAVVP. The MHC is DRB1_0405 with pseudo-sequence DRB1_0405. The binding affinity (normalized) is 0.327. (2) The peptide sequence is VLAGWLFHVRGARR. The MHC is DRB4_0101 with pseudo-sequence DRB4_0103. The binding affinity (normalized) is 0.238. (3) The peptide sequence is YMDVISRRDQRGSGQ. The MHC is HLA-DQA10201-DQB10303 with pseudo-sequence HLA-DQA10201-DQB10303. The binding affinity (normalized) is 0.333. (4) The peptide sequence is SLSELTDALRTLGST. The MHC is HLA-DPA10201-DPB10501 with pseudo-sequence HLA-DPA10201-DPB10501. The binding affinity (normalized) is 0.146. (5) The peptide sequence is PSELQMSWLPLCVRL. The MHC is DRB3_0301 with pseudo-sequence DRB3_0301. The binding affinity (normalized) is 0.808. (6) The peptide sequence is VKITDKNYEHIAAYH. The MHC is DRB1_0802 with pseudo-sequence DRB1_0802. The binding affinity (normalized) is 0.339.